Dataset: Catalyst prediction with 721,799 reactions and 888 catalyst types from USPTO. Task: Predict which catalyst facilitates the given reaction. (1) Reactant: [Br:1][C:2]1[CH:3]=[CH:4][C:5]2[O:11][CH2:10][CH2:9][N:8]([C:12]3[C:21]4[CH2:20][C:19]([CH3:23])([CH3:22])[CH2:18][CH2:17][C:16]=4[N:15]=[C:14]([CH2:24]O)[N:13]=3)[CH2:7][C:6]=2[CH:26]=1.P(Cl)(Cl)([Cl:29])=O. Product: [Br:1][C:2]1[CH:3]=[CH:4][C:5]2[O:11][CH2:10][CH2:9][N:8]([C:12]3[C:21]4[CH2:20][C:19]([CH3:23])([CH3:22])[CH2:18][CH2:17][C:16]=4[N:15]=[C:14]([CH2:24][Cl:29])[N:13]=3)[CH2:7][C:6]=2[CH:26]=1. The catalyst class is: 22. (2) Reactant: [C:1]1([CH3:11])[CH:6]=[CH:5][C:4](S(O)(=O)=O)=[CH:3][CH:2]=1. Product: [C:1]1([C:11]2[CH2:4][CH2:3][CH2:2][CH2:1][CH2:6][CH:5]=2)[CH:6]=[CH:5][CH:4]=[CH:3][CH:2]=1. The catalyst class is: 48. (3) Reactant: [O:1]([C:8]1[CH:13]=[CH:12][C:11]([C:14]2[C:15]([NH2:20])=[N:16][CH:17]=[CH:18][CH:19]=2)=[CH:10][CH:9]=1)[C:2]1[CH:7]=[CH:6][CH:5]=[CH:4][CH:3]=1.[H-].[Na+].Cl[CH2:24][CH2:25][S:26](Cl)(=[O:28])=[O:27].O. The catalyst class is: 134. Product: [O:1]([C:8]1[CH:13]=[CH:12][C:11]([C:14]2[C:15]3=[N:20][S:26](=[O:28])(=[O:27])[CH2:25][CH2:24][N:16]3[CH:17]=[CH:18][CH:19]=2)=[CH:10][CH:9]=1)[C:2]1[CH:3]=[CH:4][CH:5]=[CH:6][CH:7]=1. (4) Reactant: Br[C:2]1[CH:7]=[CH:6][C:5]([C:8]2[CH:13]=[CH:12][CH:11]=[CH:10][CH:9]=2)=[CH:4][CH:3]=1.[C:14]1(B(O)O)[C:27]2[S:26][C:25]3[C:20](=[CH:21][CH:22]=[CH:23][CH:24]=3)[S:19][C:18]=2[CH:17]=[CH:16][CH:15]=1.C(=O)([O-])[O-].[K+].[K+]. Product: [C:5]1([C:8]2[CH:9]=[CH:10][CH:11]=[CH:12][CH:13]=2)[CH:6]=[CH:7][C:2]([C:14]2[C:27]3[S:26][C:25]4[C:20](=[CH:21][CH:22]=[CH:23][CH:24]=4)[S:19][C:18]=3[CH:17]=[CH:16][CH:15]=2)=[CH:3][CH:4]=1. The catalyst class is: 659.